From a dataset of Forward reaction prediction with 1.9M reactions from USPTO patents (1976-2016). Predict the product of the given reaction. Given the reactants [CH2:1]([N:8]1[CH2:13][CH2:12][C:11]([CH3:29])([C:14]2[CH:19]=[CH:18][CH:17]=[C:16]([C:20]3[N:21]=[N:22][NH:23][C:24]=3[Si](C)(C)C)[CH:15]=2)[CH:10]([CH3:30])[CH2:9]1)[C:2]1[CH:7]=[CH:6][CH:5]=[CH:4][CH:3]=1.C(=O)([O-])O.[Na+], predict the reaction product. The product is: [CH2:1]([N:8]1[CH2:13][CH2:12][C:11]([CH3:29])([C:14]2[CH:19]=[CH:18][CH:17]=[C:16]([C:20]3[N:21]=[N:22][NH:23][CH:24]=3)[CH:15]=2)[CH:10]([CH3:30])[CH2:9]1)[C:2]1[CH:7]=[CH:6][CH:5]=[CH:4][CH:3]=1.